Task: Binary Classification. Given a drug SMILES string, predict its activity (active/inactive) in a high-throughput screening assay against a specified biological target.. Dataset: M1 muscarinic receptor antagonist screen with 61,756 compounds (1) The compound is o1c(c2nc3c(nc2c2occc2)ccc(c3)C(=O)Nc2ccccc2)ccc1. The result is 0 (inactive). (2) The compound is S(=O)(=O)(NCC(N1CCN(CC1)C)c1cccnc1)c1cc(c(OC)cc1)C. The result is 0 (inactive). (3) The molecule is Clc1ccc(COCC(O)CS(=O)c2ncccc2)cc1. The result is 0 (inactive). (4) The compound is N=1C2(N=C(NC1Nc1c(c(ccc1)C)C)N)CCCCC2. The result is 0 (inactive). (5) The molecule is O=C(NC1CCCC1)CCCn1c(=O)n(c2c(c1=O)cccc2)CC(=O)NCCC=1CCCCC1. The result is 0 (inactive).